The task is: Predict the reaction yield, written as a fraction of the theoretical maximum amount of product (1.0 means a 100% yield; for example, 0.34 means a 34% yield).. This data is from Reaction yield outcomes from USPTO patents with 853,638 reactions. (1) The reactants are [N+:1]([C:4]1[CH:5]=[C:6]2[C:11](=[CH:12][CH:13]=1)[N:10]=[CH:9][CH:8]=[CH:7]2)([O-:3])=[O:2].C1C=C(Cl)C=C(C(OO)=[O:22])C=1. The catalyst is C(Cl)(Cl)Cl. The product is [N+:1]([C:4]1[CH:5]=[C:6]2[C:11](=[CH:12][CH:13]=1)[N+:10]([O-:22])=[CH:9][CH:8]=[CH:7]2)([O-:3])=[O:2]. The yield is 0.930. (2) The reactants are [Cl:1][C:2]1[CH:3]=[C:4]([CH2:12][CH2:13][C:14]([OH:16])=O)[CH:5]=[CH:6][C:7]=1[C:8]([F:11])([F:10])[F:9].ClS(O)(=O)=O. No catalyst specified. The product is [Cl:1][C:2]1[CH:3]=[C:4]2[C:5](=[CH:6][C:7]=1[C:8]([F:9])([F:10])[F:11])[C:14](=[O:16])[CH2:13][CH2:12]2. The yield is 0.698. (3) The reactants are [F:1][C:2]1[CH:10]=[CH:9][C:5]([C:6]([OH:8])=[O:7])=[CH:4][CH:3]=1.[C:11](OC(OC(O[C:11]([CH3:14])([CH3:13])[CH3:12])=O)=O)([CH3:14])([CH3:13])[CH3:12].O. The catalyst is C(O)(C)(C)C.CN(C)C1C=CN=CC=1. The product is [F:1][C:2]1[CH:10]=[CH:9][C:5]([C:6]([O:8][C:11]([CH3:14])([CH3:13])[CH3:12])=[O:7])=[CH:4][CH:3]=1. The yield is 0.740. (4) The reactants are [CH2:1]([N:3]([CH2:19][CH3:20])[CH2:4][CH2:5][N:6]1[CH2:11][CH2:10][C:9]2[NH:12][C:13]([CH:16]=O)=[C:14]([CH3:15])[C:8]=2[C:7]1=[O:18])[CH3:2].[F:21][C:22]1[CH:23]=[C:24]2[C:28](=[CH:29][C:30]=1[NH:31][CH:32]=[O:33])[NH:27][C:26](=[O:34])[CH2:25]2. No catalyst specified. The product is [CH2:1]([N:3]([CH2:19][CH3:20])[CH2:4][CH2:5][N:6]1[CH2:11][CH2:10][C:9]2[NH:12][C:13]([CH:16]=[C:25]3[C:24]4[C:28](=[CH:29][C:30]([NH:31][CH:32]=[O:33])=[C:22]([F:21])[CH:23]=4)[NH:27][C:26]3=[O:34])=[C:14]([CH3:15])[C:8]=2[C:7]1=[O:18])[CH3:2]. The yield is 0.694. (5) The reactants are [CH2:1]([C:5]1[CH:10]=[CH:9][C:8]([OH:11])=[CH:7][C:6]=1[O:12][CH2:13][CH2:14][C:15]1[N:16]=[C:17]([C:21]2[CH:26]=[CH:25][CH:24]=[CH:23][CH:22]=2)[O:18][C:19]=1[CH3:20])[CH2:2][CH2:3][CH3:4].Br[C:28]([CH3:35])([CH3:34])[C:29]([O:31][CH2:32][CH3:33])=[O:30].C(=O)([O-])[O-].[Cs+].[Cs+]. The catalyst is CN(C=O)C. The product is [CH2:32]([O:31][C:29](=[O:30])[C:28]([O:11][C:8]1[CH:9]=[CH:10][C:5]([CH2:1][CH2:2][CH2:3][CH3:4])=[C:6]([O:12][CH2:13][CH2:14][C:15]2[N:16]=[C:17]([C:21]3[CH:22]=[CH:23][CH:24]=[CH:25][CH:26]=3)[O:18][C:19]=2[CH3:20])[CH:7]=1)([CH3:35])[CH3:34])[CH3:33]. The yield is 0.680.